Task: Predict the product of the given reaction.. Dataset: Forward reaction prediction with 1.9M reactions from USPTO patents (1976-2016) (1) Given the reactants [BH4-].[Na+].[Cl:3][C:4]1[C:5]([CH3:30])=[C:6]([C:22]2[CH:23]=[N:24][C:25]([CH:28]=[O:29])=[CH:26][CH:27]=2)[C:7]([O:20][CH3:21])=[C:8]([CH:10]([NH:12][C:13](=[O:19])[O:14][C:15]([CH3:18])([CH3:17])[CH3:16])[CH3:11])[CH:9]=1, predict the reaction product. The product is: [Cl:3][C:4]1[C:5]([CH3:30])=[C:6]([C:22]2[CH:23]=[N:24][C:25]([CH2:28][OH:29])=[CH:26][CH:27]=2)[C:7]([O:20][CH3:21])=[C:8]([CH:10]([NH:12][C:13](=[O:19])[O:14][C:15]([CH3:18])([CH3:16])[CH3:17])[CH3:11])[CH:9]=1. (2) Given the reactants [CH2:1]([O:8][C:9]1[CH:14]=[CH:13][C:12]([C:15]([CH3:21])([CH3:20])[CH2:16][NH:17][CH:18]=[O:19])=[CH:11][CH:10]=1)[C:2]1[CH:7]=[CH:6][CH:5]=[CH:4][CH:3]=1.[CH:22](=O)[CH3:23].FC(F)(F)C(O)=O.C(O)(=O)C, predict the reaction product. The product is: [CH2:1]([O:8][C:9]1[CH:10]=[C:11]2[C:12]([C:15]([CH3:21])([CH3:20])[CH2:16][N:17]([CH:18]=[O:19])[CH:22]2[CH3:23])=[CH:13][CH:14]=1)[C:2]1[CH:3]=[CH:4][CH:5]=[CH:6][CH:7]=1. (3) Given the reactants O=S(Cl)[Cl:3].[CH:5]1[CH:10]=[CH:9][C:8]([C@@H:11]([NH2:15])[C:12]([OH:14])=[O:13])=[CH:7][CH:6]=1.[CH3:16][CH2:17]O, predict the reaction product. The product is: [NH2:15][C@@H:11]([C:12]([O:14][CH2:16][CH3:17])=[O:13])[C:8]1[CH:7]=[CH:6][CH:5]=[CH:10][CH:9]=1.[ClH:3]. (4) Given the reactants [Br:1][C:2]1[CH:11]=[C:10]2[C:5]([N:6]=[CH:7][C:8]([NH:12][NH2:13])=[N:9]2)=[CH:4][CH:3]=1.C(N(CC)CC)C.[O:21]=[C:22](Cl)OC(Cl)(Cl)Cl, predict the reaction product. The product is: [Br:1][C:2]1[CH:11]=[C:10]2[C:5]([N:6]=[CH:7][C:8]3[N:9]2[C:22](=[O:21])[NH:13][N:12]=3)=[CH:4][CH:3]=1.